This data is from Reaction yield outcomes from USPTO patents with 853,638 reactions. The task is: Predict the reaction yield, written as a fraction of the theoretical maximum amount of product (1.0 means a 100% yield; for example, 0.34 means a 34% yield). The reactants are [OH:1][C:2]1[C:15]([OH:16])=[C:14](O)[CH:13]=[CH:12][C:3]=1[C:4]([C:6]1[CH:11]=[CH:10][CH:9]=[CH:8][CH:7]=1)=[O:5].Br[CH2:19][CH2:20][CH2:21][CH2:22][CH2:23][CH2:24][CH2:25][CH2:26][CH2:27][CH2:28][CH2:29][CH2:30][CH2:31][CH2:32][CH2:33][CH2:34][CH2:35][CH3:36].[C:37](=[O:40])([O-])[O-].[K+].[K+].Cl. The catalyst is C(Cl)(Cl)Cl.CN(C=O)C. The product is [CH2:19]([O:1][C:2]1[C:15]([O:16][CH2:36][CH2:35][CH2:34][CH2:33][CH2:32][CH2:31][CH2:30][CH2:29][CH2:28][CH2:27][CH2:26][CH2:25][CH2:24][CH2:23][CH2:22][CH2:21][CH2:20][CH3:19])=[C:14]([O:40][CH2:37][CH2:35][CH2:34][CH2:33][CH2:32][CH2:31][CH2:30][CH2:29][CH2:28][CH2:27][CH2:26][CH2:25][CH2:24][CH2:23][CH2:22][CH2:21][CH2:20][CH3:19])[CH:13]=[CH:12][C:3]=1[C:4]([C:6]1[CH:11]=[CH:10][CH:9]=[CH:8][CH:7]=1)=[O:5])[CH2:20][CH2:21][CH2:22][CH2:23][CH2:24][CH2:25][CH2:26][CH2:27][CH2:28][CH2:29][CH2:30][CH2:31][CH2:32][CH2:33][CH2:34][CH2:35][CH3:36]. The yield is 0.930.